This data is from Forward reaction prediction with 1.9M reactions from USPTO patents (1976-2016). The task is: Predict the product of the given reaction. (1) Given the reactants Br[C:2]1[C:3]([N+:19]([O-:21])=[O:20])=[C:4]2[C:9](=[CH:10][CH:11]=1)[N:8]=[C:7]([C:12]1[S:16][C:15]([CH3:17])=[N:14][C:13]=1[CH3:18])[CH:6]=[CH:5]2.[CH3:22][O:23][C:24]([C:26]1[CH:34]=[C:33]2[C:29]([C:30]([CH:43]3[CH2:48][CH2:47][CH2:46][CH2:45][CH2:44]3)=[C:31](B3OCC(C)(C)CO3)[NH:32]2)=[CH:28][CH:27]=1)=[O:25].C([O-])(O)=O.[Na+], predict the reaction product. The product is: [CH3:22][O:23][C:24]([C:26]1[CH:34]=[C:33]2[C:29]([C:30]([CH:43]3[CH2:48][CH2:47][CH2:46][CH2:45][CH2:44]3)=[C:31]([C:2]3[C:3]([N+:19]([O-:21])=[O:20])=[C:4]4[C:9](=[CH:10][CH:11]=3)[N:8]=[C:7]([C:12]3[S:16][C:15]([CH3:17])=[N:14][C:13]=3[CH3:18])[CH:6]=[CH:5]4)[NH:32]2)=[CH:28][CH:27]=1)=[O:25]. (2) Given the reactants Br[C:2]1[CH:7]=[C:6]([CH2:8][S:9]([CH3:12])(=[O:11])=[O:10])[CH:5]=[CH:4][C:3]=1[O:13][CH2:14][C:15]([F:18])([F:17])[F:16].[CH3:19][N:20]1[CH:25]=[C:24](B2OC(C)(C)C(C)(C)O2)[C:23]2[CH:35]=[CH:36][O:37][C:22]=2[C:21]1=[O:38].[O-]P([O-])([O-])=O.[K+].[K+].[K+], predict the reaction product. The product is: [CH3:19][N:20]1[CH:25]=[C:24]([C:2]2[CH:7]=[C:6]([CH2:8][S:9]([CH3:12])(=[O:11])=[O:10])[CH:5]=[CH:4][C:3]=2[O:13][CH2:14][C:15]([F:18])([F:17])[F:16])[C:23]2[CH:35]=[CH:36][O:37][C:22]=2[C:21]1=[O:38]. (3) Given the reactants [C:1]([N:5]1[C:9]([C:10]2[CH:15]=[CH:14][C:13]([F:16])=[CH:12][CH:11]=2)=[C:8]([C:17]2[S:18][CH:19]=[C:20]([CH2:22][C:23](O)=[O:24])[N:21]=2)[CH:7]=[N:6]1)([CH3:4])([CH3:3])[CH3:2].Cl.[NH:27]1[CH2:30][CH:29]([OH:31])[CH2:28]1, predict the reaction product. The product is: [C:1]([N:5]1[C:9]([C:10]2[CH:15]=[CH:14][C:13]([F:16])=[CH:12][CH:11]=2)=[C:8]([C:17]2[S:18][CH:19]=[C:20]([CH2:22][C:23]([N:27]3[CH2:30][CH:29]([OH:31])[CH2:28]3)=[O:24])[N:21]=2)[CH:7]=[N:6]1)([CH3:2])([CH3:4])[CH3:3].